This data is from Full USPTO retrosynthesis dataset with 1.9M reactions from patents (1976-2016). The task is: Predict the reactants needed to synthesize the given product. (1) Given the product [Br:1][C:2]1[CH:3]=[C:4]([CH2:8][CH2:9][CH2:10][CH2:11][O:12][Si:18]([C:31]([CH3:34])([CH3:33])[CH3:32])([C:25]2[CH:26]=[CH:27][CH:28]=[CH:29][CH:30]=2)[C:19]2[CH:24]=[CH:23][CH:22]=[CH:21][CH:20]=2)[CH:5]=[CH:6][CH:7]=1, predict the reactants needed to synthesize it. The reactants are: [Br:1][C:2]1[CH:3]=[C:4]([CH2:8][CH2:9][CH2:10][CH2:11][OH:12])[CH:5]=[CH:6][CH:7]=1.N1C=CN=C1.[Si:18](Cl)([C:31]([CH3:34])([CH3:33])[CH3:32])([C:25]1[CH:30]=[CH:29][CH:28]=[CH:27][CH:26]=1)[C:19]1[CH:24]=[CH:23][CH:22]=[CH:21][CH:20]=1. (2) Given the product [C:1]([O:5][C:6](=[O:14])[C:7]1[CH:12]=[CH:11][C:10]([NH:21][C:16]2[CH:17]=[CH:18][CH:19]=[CH:20][N:15]=2)=[CH:9][CH:8]=1)([CH3:4])([CH3:3])[CH3:2], predict the reactants needed to synthesize it. The reactants are: [C:1]([O:5][C:6](=[O:14])[C:7]1[CH:12]=[CH:11][C:10](Br)=[CH:9][CH:8]=1)([CH3:4])([CH3:3])[CH3:2].[N:15]1[CH:20]=[CH:19][CH:18]=[CH:17][C:16]=1[NH2:21]. (3) Given the product [F:1][C:2]([F:17])([F:16])[C:3]1[CH:4]=[C:5]([C:19]2[N:24]=[C:23]([CH:25]=[O:26])[CH:22]=[CH:21][CH:20]=2)[CH:6]=[C:7]([C:9]([F:12])([F:11])[F:10])[CH:8]=1, predict the reactants needed to synthesize it. The reactants are: [F:1][C:2]([F:17])([F:16])[C:3]1[CH:4]=[C:5](B(O)O)[CH:6]=[C:7]([C:9]([F:12])([F:11])[F:10])[CH:8]=1.Br[C:19]1[N:24]=[C:23]([CH:25]=[O:26])[CH:22]=[CH:21][CH:20]=1.C([O-])([O-])=O.[K+].[K+].ClCCl.